From a dataset of Forward reaction prediction with 1.9M reactions from USPTO patents (1976-2016). Predict the product of the given reaction. (1) Given the reactants Br[C:2]1[C:3]([Cl:29])=[CH:4][CH:5]=[C:6]2[C:10]=1[NH:9][C:8]([C:11]([O:13][CH2:14][CH3:15])=[O:12])=[C:7]2[CH2:16][CH2:17][CH2:18][O:19][C:20]1[CH:25]=[C:24]([CH3:26])[C:23]([Cl:27])=[C:22]([CH3:28])[CH:21]=1.[B:30]1([B:30]2[O:34][C:33]([CH3:36])([CH3:35])[C:32]([CH3:38])([CH3:37])[O:31]2)[O:34][C:33]([CH3:36])([CH3:35])[C:32]([CH3:38])([CH3:37])[O:31]1.C([O-])(=O)C.[K+], predict the reaction product. The product is: [Cl:29][C:3]1[C:2]([B:30]2[O:34][C:33]([CH3:36])([CH3:35])[C:32]([CH3:38])([CH3:37])[O:31]2)=[C:10]2[C:6]([C:7]([CH2:16][CH2:17][CH2:18][O:19][C:20]3[CH:25]=[C:24]([CH3:26])[C:23]([Cl:27])=[C:22]([CH3:28])[CH:21]=3)=[C:8]([C:11]([O:13][CH2:14][CH3:15])=[O:12])[NH:9]2)=[CH:5][CH:4]=1. (2) Given the reactants [CH2:1]([C:3]1[S:7][C:6]([C:8](=[O:10])[CH3:9])=[C:5]2[CH2:11][CH2:12][C:13]([CH3:16])([CH3:15])[CH2:14][C:4]=12)[CH3:2].[CH:17]([C:19]1[CH:24]=[C:23]([CH3:25])[C:22]([CH2:26][CH2:27][C:28]([OH:30])=[O:29])=[C:21]([CH3:31])[CH:20]=1)=O.[OH-].[Na+], predict the reaction product. The product is: [CH2:1]([C:3]1[S:7][C:6]([C:8](=[O:10])[CH:9]=[CH:17][C:19]2[CH:24]=[C:23]([CH3:25])[C:22]([CH2:26][CH2:27][C:28]([OH:30])=[O:29])=[C:21]([CH3:31])[CH:20]=2)=[C:5]2[CH2:11][CH2:12][C:13]([CH3:15])([CH3:16])[CH2:14][C:4]=12)[CH3:2].